From a dataset of Full USPTO retrosynthesis dataset with 1.9M reactions from patents (1976-2016). Predict the reactants needed to synthesize the given product. (1) Given the product [C:38]([N:35]1[CH2:36][CH2:37][CH:33]([NH:32][C:19](=[O:21])[C:18]2[CH:22]=[C:14]([F:13])[CH:15]=[N:16][C:17]=2[O:23][C:24]2[CH:29]=[CH:28][CH:27]=[C:26]([S:30][CH3:31])[CH:25]=2)[CH2:34]1)(=[O:40])[CH3:39], predict the reactants needed to synthesize it. The reactants are: C(N1C=CN=C1)(N1C=CN=C1)=O.[F:13][C:14]1[CH:15]=[N:16][C:17]([O:23][C:24]2[CH:29]=[CH:28][CH:27]=[C:26]([S:30][CH3:31])[CH:25]=2)=[C:18]([CH:22]=1)[C:19]([OH:21])=O.[NH2:32][CH:33]1[CH2:37][CH2:36][N:35]([C:38](=[O:40])[CH3:39])[CH2:34]1. (2) Given the product [Cl:1][C:2]1[CH:3]=[C:4]([C:8]2[C:13]([O:14][CH3:15])=[CH:12][CH:11]=[C:10]([CH2:16][C:17]3[CH:18]=[CH:19][C:20]([N:25]4[CH2:28][CH2:27][CH:26]4[C:29]([OH:31])=[O:30])=[N:21][CH:22]=3)[C:9]=2[F:24])[CH:5]=[CH:6][CH:7]=1, predict the reactants needed to synthesize it. The reactants are: [Cl:1][C:2]1[CH:3]=[C:4]([C:8]2[C:13]([O:14][CH3:15])=[CH:12][CH:11]=[C:10]([CH2:16][C:17]3[CH:18]=[CH:19][C:20](F)=[N:21][CH:22]=3)[C:9]=2[F:24])[CH:5]=[CH:6][CH:7]=1.[NH:25]1[CH2:28][CH2:27][CH:26]1[C:29]([OH:31])=[O:30].N12CCCN=C1CCCCC2. (3) Given the product [CH:40]1([S:37]([NH:36][C:34]([C@@:11]23[CH2:33][C@H:10]2[CH2:9][C:8]([F:43])([F:44])[CH2:7][CH2:6][CH2:5][CH2:4][CH2:3][C@H:2]([NH:1][C:58]([C:55]2[CH:54]=[C:53]([CH3:52])[O:57][N:56]=2)=[O:59])[C:16](=[O:17])[N:15]2[CH2:18][C@H:19]([O:21][C:22]4[CH:31]=[N:30][C:29]5[C:24](=[CH:25][CH:26]=[CH:27][CH:28]=5)[N:23]=4)[CH2:20][C@H:14]2[C:13](=[O:32])[NH:12]3)=[O:35])(=[O:39])=[O:38])[CH2:42][CH2:41]1, predict the reactants needed to synthesize it. The reactants are: [NH2:1][C@@H:2]1[C:16](=[O:17])[N:15]2[CH2:18][C@H:19]([O:21][C:22]3[CH:31]=[N:30][C:29]4[C:24](=[CH:25][CH:26]=[CH:27][CH:28]=4)[N:23]=3)[CH2:20][C@H:14]2[C:13](=[O:32])[NH:12][C@:11]2([C:34]([NH:36][S:37]([CH:40]3[CH2:42][CH2:41]3)(=[O:39])=[O:38])=[O:35])[CH2:33][C@H:10]2[CH2:9][C:8]([F:44])([F:43])[CH2:7][CH2:6][CH2:5][CH2:4][CH2:3]1.Cl.N1C=CC=CC=1.[CH3:52][C:53]1[O:57][N:56]=[C:55]([C:58](O)=[O:59])[CH:54]=1.CN(C(ON1N=NC2C=CC=NC1=2)=[N+](C)C)C.F[P-](F)(F)(F)(F)F. (4) Given the product [CH3:17][O:16][C:14]([C:11]1([C:5]2[C:4]([F:9])=[CH:3][C:2]([Cl:1])=[CH:7][N:6]=2)[CH2:12][CH2:13][N:10]1[C:18]([O:20][C:21]([CH3:24])([CH3:23])[CH3:22])=[O:19])=[O:15], predict the reactants needed to synthesize it. The reactants are: [Cl:1][C:2]1[CH:3]=[C:4]([F:9])[C:5](F)=[N:6][CH:7]=1.[N:10]1([C:18]([O:20][C:21]([CH3:24])([CH3:23])[CH3:22])=[O:19])[CH2:13][CH2:12][CH:11]1[C:14]([O:16][CH3:17])=[O:15].C[Si]([N-][Si](C)(C)C)(C)C.[K+].[NH4+].[Cl-]. (5) Given the product [CH2:12]([O:1][C:2]1[CH:3]=[N:4][CH:5]=[C:6]([CH:11]=1)[C:7]([O:9][CH3:10])=[O:8])[C:13]1[CH:18]=[CH:17][CH:16]=[CH:15][CH:14]=1, predict the reactants needed to synthesize it. The reactants are: [OH:1][C:2]1[CH:3]=[N:4][CH:5]=[C:6]([CH:11]=1)[C:7]([O:9][CH3:10])=[O:8].[CH2:12](Br)[C:13]1[CH:18]=[CH:17][CH:16]=[CH:15][CH:14]=1.C(=O)([O-])[O-].[K+].[K+]. (6) Given the product [NH2:4][C:3]1[CH:5]=[C:6]([C:13]([F:16])([F:15])[F:14])[CH:7]=[C:8]([C:9]([F:12])([F:11])[F:10])[C:2]=1/[CH:41]=[CH:40]/[C:39]([O:43][CH3:44])=[O:42], predict the reactants needed to synthesize it. The reactants are: Br[C:2]1[C:8]([C:9]([F:12])([F:11])[F:10])=[CH:7][C:6]([C:13]([F:16])([F:15])[F:14])=[CH:5][C:3]=1[NH2:4].CC1C=CC=CC=1P(C1C=CC=CC=1C)C1C=CC=CC=1C.[C:39]([O:43][CH3:44])(=[O:42])[CH:40]=[CH2:41]. (7) Given the product [N:11]([CH2:10][CH:8]([C:4]1[CH:5]=[CH:6][CH:7]=[C:2]([CH3:1])[N:3]=1)[OH:9])=[N+:12]=[N-:13], predict the reactants needed to synthesize it. The reactants are: [CH3:1][C:2]1[CH:7]=[CH:6][CH:5]=[C:4]([CH:8]2[CH2:10][O:9]2)[N:3]=1.[N-:11]=[N+:12]=[N-:13].[Na+].Cl([O-])(=O)(=O)=O.[Li+]. (8) Given the product [C:1]([N:5]1[CH2:10][CH2:9][N:8]([CH2:11][C:12]2[NH:13][C:14]3[C:19]([N:20]=2)=[C:18]([N:21]2[CH2:26][CH2:25][O:24][CH2:23][CH2:22]2)[N:17]=[C:16]([N:27]2[C:28]4[CH:33]=[CH:32][CH:31]=[CH:30][C:29]=4[N:34]=[C:43]2[C:42]([F:47])([F:41])[CH3:46])[N:15]=3)[CH2:7][CH2:6]1)([CH3:2])([CH3:4])[CH3:3], predict the reactants needed to synthesize it. The reactants are: [C:1]([N:5]1[CH2:10][CH2:9][N:8]([CH2:11][C:12]2[N:13](C3CCCCO3)[C:14]3[C:19]([N:20]=2)=[C:18]([N:21]2[CH2:26][CH2:25][O:24][CH2:23][CH2:22]2)[N:17]=[C:16]([NH:27][C:28]2[C:29]([NH2:34])=[CH:30][CH:31]=[CH:32][CH:33]=2)[N:15]=3)[CH2:7][CH2:6]1)([CH3:4])([CH3:3])[CH3:2].[F:41][C:42]([F:47])([CH3:46])[C:43](O)=O.CN(C)C=O.C(N(CC)C(C)C)(C)C.C(O)(=O)C. (9) Given the product [C:47]([O:46][C:44](=[O:45])[NH:51][CH:52]1[CH2:56][CH2:55][N:54]([C:2]2[CH:7]=[CH:6][CH:5]=[C:4]([CH:8]([C:9]3[S:10][C:11]4[CH:17]=[CH:16][CH:15]=[CH:14][C:12]=4[N:13]=3)[O:18][CH:19]3[CH2:24][CH2:23][N:22]([CH3:25])[CH2:21][CH2:20]3)[CH:3]=2)[CH2:53]1)([CH3:50])([CH3:48])[CH3:49], predict the reactants needed to synthesize it. The reactants are: I[C:2]1[CH:3]=[C:4]([CH:8]([O:18][CH:19]2[CH2:24][CH2:23][N:22]([CH3:25])[CH2:21][CH2:20]2)[C:9]2[S:10][C:11]3[CH:17]=[CH:16][CH:15]=[CH:14][C:12]=3[N:13]=2)[CH:5]=[CH:6][CH:7]=1.C(C1CCCCC1=O)(=O)C(C)C.C(=O)([O-])[O-].[Cs+].[Cs+].[C:44]([NH:51][CH:52]1[CH2:56][CH2:55][NH:54][CH2:53]1)([O:46][C:47]([CH3:50])([CH3:49])[CH3:48])=[O:45].